The task is: Predict which catalyst facilitates the given reaction.. This data is from Catalyst prediction with 721,799 reactions and 888 catalyst types from USPTO. Reactant: [Br:1]Br.[Br:3][C:4]1[CH:5]=[C:6]([C:11]([F:14])([F:13])[F:12])[C:7](N)=[N:8][CH:9]=1.Br.N([O-])=O.[Na+].[OH-].[K+]. Product: [Br:1][C:7]1[C:6]([C:11]([F:14])([F:13])[F:12])=[CH:5][C:4]([Br:3])=[CH:9][N:8]=1. The catalyst class is: 6.